Dataset: Reaction yield outcomes from USPTO patents with 853,638 reactions. Task: Predict the reaction yield, written as a fraction of the theoretical maximum amount of product (1.0 means a 100% yield; for example, 0.34 means a 34% yield). The reactants are [F:1][C:2]1[CH:7]=[C:6]([CH3:8])[CH:5]=[CH:4][C:3]=1[NH2:9].C1(P(C2C=CC=CC=2)C2(P(C3C=CC=CC=3)C3C=CC=CC=3)CC=C3C(C=CC=C3)=C2C2C3C(=CC=CC=3)C=CC=2)C=CC=CC=1.C(=O)([O-])[O-].[Cs+].[Cs+].[CH2:62]([O:64][C:65]([C:67]1[C:72](Cl)=[C:71]([CH3:74])[C:70](=[O:75])[N:69]([CH3:76])[C:68]=1[CH3:77])=[O:66])[CH3:63]. The catalyst is C1(C)C=CC=CC=1.CCOC(C)=O.C([O-])(=O)C.[Pd+2].C([O-])(=O)C. The product is [CH2:62]([O:64][C:65]([C:67]1[C:72]([NH:9][C:3]2[CH:4]=[CH:5][C:6]([CH3:8])=[CH:7][C:2]=2[F:1])=[C:71]([CH3:74])[C:70](=[O:75])[N:69]([CH3:76])[C:68]=1[CH3:77])=[O:66])[CH3:63]. The yield is 0.710.